From a dataset of Full USPTO retrosynthesis dataset with 1.9M reactions from patents (1976-2016). Predict the reactants needed to synthesize the given product. (1) Given the product [CH2:1]([C:5]([CH2:10][C:11]1[CH:16]=[CH:15][C:14]([O:17][C:18](=[O:20])[CH3:19])=[CH:13][CH:12]=1)([C:8]#[N:9])[C:6]#[N:7])[CH2:2][CH:3]=[CH2:4], predict the reactants needed to synthesize it. The reactants are: [CH2:1]([C:5]([CH2:10][C:11]1[CH:16]=[CH:15][C:14]([OH:17])=[CH:13][CH:12]=1)([C:8]#[N:9])[C:6]#[N:7])[CH2:2][CH:3]=[CH2:4].[C:18](OC(=O)C)(=[O:20])[CH3:19].C(N(CC)CC)C.O. (2) Given the product [O:28]=[C:25]1[CH2:24][CH2:23][CH:22]([N:19]2[CH2:20][CH2:21][C@@H:17]([NH:16][C:9](=[O:10])[O:11][C:12]([CH3:13])([CH3:14])[CH3:15])[CH2:18]2)[CH2:27][CH2:26]1, predict the reactants needed to synthesize it. The reactants are: [C:9](O[C:9]([O:11][C:12]([CH3:15])([CH3:14])[CH3:13])=[O:10])([O:11][C:12]([CH3:15])([CH3:14])[CH3:13])=[O:10].[NH2:16][C@@H:17]1[CH2:21][CH2:20][N:19]([CH:22]2[CH2:27][CH2:26][C:25](=[O:28])[CH2:24][CH2:23]2)[CH2:18]1. (3) Given the product [C:1]([C:3]1[CH:4]=[C:5]([C:9]2[CH:10]=[CH:11][C:12]([C:15]([CH3:20])([CH3:19])[C:16]([NH:21][CH2:22][CH:23]([C:25]3[O:26][CH:27]=[CH:28][CH:29]=3)[OH:24])=[O:18])=[CH:13][CH:14]=2)[CH:6]=[N:7][CH:8]=1)#[N:2], predict the reactants needed to synthesize it. The reactants are: [C:1]([C:3]1[CH:4]=[C:5]([C:9]2[CH:14]=[CH:13][C:12]([C:15]([CH3:20])([CH3:19])[C:16]([OH:18])=O)=[CH:11][CH:10]=2)[CH:6]=[N:7][CH:8]=1)#[N:2].[NH2:21][CH2:22][CH:23]([C:25]1[O:26][CH:27]=[CH:28][CH:29]=1)[OH:24]. (4) Given the product [Br:2][C:3]1[CH:4]=[C:5]([NH:9][NH2:10])[CH:6]=[CH:7][CH:8]=1, predict the reactants needed to synthesize it. The reactants are: Cl.[Br:2][C:3]1[CH:4]=[C:5]([NH:9][NH2:10])[CH:6]=[CH:7][CH:8]=1.[OH-].[Na+]. (5) Given the product [ClH:29].[CH:18]1([CH2:17][NH:16][C:14]2[N:13]=[C:12]([NH:21][CH2:22][CH2:23][CH3:24])[C:10]3[N:11]=[C:6]([NH:5][CH2:4][CH:1]4[CH2:3][CH2:2]4)[N:7]=[C:8]([NH:25][CH2:26][CH2:27][CH3:28])[C:9]=3[N:15]=2)[CH2:20][CH2:19]1, predict the reactants needed to synthesize it. The reactants are: [CH:1]1([CH2:4][NH:5][C:6]2[N:7]=[C:8]([NH:25][CH2:26][CH2:27][CH3:28])[C:9]3[N:15]=[C:14]([NH:16][CH2:17][CH:18]4[CH2:20][CH2:19]4)[N:13]=[C:12]([NH:21][CH2:22][CH2:23][CH3:24])[C:10]=3[N:11]=2)[CH2:3][CH2:2]1.[ClH:29].C(OCC)C.Cl.CN(C)C1N=C(NCCC)C2N=C(NC)N=C(NCCC)C=2N=1. (6) Given the product [CH3:7][O:8][C:9]1[CH:10]=[CH:11][C:12]([CH:15]2[C:24]3[C:19](=[CH:20][CH:21]=[CH:22][CH:23]=3)[CH2:18][CH2:17][C:16]2=[O:25])=[CH:13][CH:14]=1, predict the reactants needed to synthesize it. The reactants are: S([O-])([O-])(=O)=O.[Mg+2].[CH3:7][O:8][C:9]1[CH:14]=[CH:13][C:12]([C:15]23[O:25][CH:16]2[CH2:17][CH2:18][C:19]2[C:24]3=[CH:23][CH:22]=[CH:21][CH:20]=2)=[CH:11][CH:10]=1. (7) Given the product [Cl:7][C:8]1[C:15]([N+:16]([O-:18])=[O:17])=[CH:14][C:11]([CH2:12][NH2:13])=[CH:10][C:9]=1[F:19], predict the reactants needed to synthesize it. The reactants are: B.C1COCC1.[Cl:7][C:8]1[C:15]([N+:16]([O-:18])=[O:17])=[CH:14][C:11]([C:12]#[N:13])=[CH:10][C:9]=1[F:19]. (8) Given the product [C:1]([NH:7][C:8]1[N:9]=[C:10]([C:30]2[N:29]=[CH:28][NH:27][N:26]=2)[C:11]2[CH:17]=[C:16]([C:18]3[CH:23]=[CH:22][C:21]([F:24])=[CH:20][CH:19]=3)[CH:15]=[N:14][C:12]=2[N:13]=1)(=[O:6])[C:2]([CH3:5])([CH3:4])[CH3:3], predict the reactants needed to synthesize it. The reactants are: [C:1]([NH:7][C:8]1[NH:9][C:10](=O)[C:11]2[CH:17]=[C:16]([C:18]3[CH:23]=[CH:22][C:21]([F:24])=[CH:20][CH:19]=3)[CH:15]=[N:14][C:12]=2[N:13]=1)(=[O:6])[C:2]([CH3:5])([CH3:4])[CH3:3].[NH:26]1[CH:30]=[N:29][CH:28]=[N:27]1.C(N(CC)CC)C.O=P(Cl)(Cl)Cl. (9) Given the product [CH3:38][O:37][C:34]1[N:33]=[C:32]2[N:28]([C:26]3[S:25][C:24]([C:39]([O:41][CH3:42])=[O:40])=[C:23]([O:22][CH2:50][C:51]4[CH:56]=[CH:55][CH:54]=[CH:53][C:52]=4[C:57]([F:58])([F:59])[F:60])[CH:27]=3)[CH:29]=[N:30][C:31]2=[CH:36][CH:35]=1, predict the reactants needed to synthesize it. The reactants are: OC1C=C(N2C3C(=NC(OC)=CC=3)N=C2)SC=1C(OC)=O.[OH:22][C:23]1[CH:27]=[C:26]([N:28]2[C:32]3=[N:33][C:34]([O:37][CH3:38])=[CH:35][CH:36]=[C:31]3[N:30]=[CH:29]2)[S:25][C:24]=1[C:39]([O:41][CH3:42])=[O:40].C([O-])([O-])=O.[K+].[K+].Br[CH2:50][C:51]1[CH:56]=[CH:55][CH:54]=[CH:53][C:52]=1[C:57]([F:60])([F:59])[F:58]. (10) Given the product [ClH:30].[S:15]1[CH:14]=[CH:13][C:12]2[C:11]3[NH:7][N:8]=[C:9]([C:18]4[CH:23]=[CH:22][C:21]([NH2:24])=[CH:20][CH:19]=4)[C:10]=3[CH2:17][C:16]1=2, predict the reactants needed to synthesize it. The reactants are: C[Si](C)(C)CCOC[N:7]1[C:11]2[C:12]3[CH:13]=[CH:14][S:15][C:16]=3[CH2:17][C:10]=2[C:9]([C:18]2[CH:23]=[CH:22][C:21]([NH:24]C(=O)C)=[CH:20][CH:19]=2)=[N:8]1.[ClH:30].